Dataset: Reaction yield outcomes from USPTO patents with 853,638 reactions. Task: Predict the reaction yield, written as a fraction of the theoretical maximum amount of product (1.0 means a 100% yield; for example, 0.34 means a 34% yield). (1) The reactants are [N+:1]([C:4]1[CH:5]=[N:6][C:7]2[C:12]([C:13]=1[NH:14][CH2:15][C:16]1([OH:26])[CH2:25][CH2:24][C:19]3([O:23][CH2:22][CH2:21][O:20]3)[CH2:18][CH2:17]1)=[CH:11][CH:10]=[CH:9][CH:8]=2)([O-])=O. The catalyst is [Pt].C(#N)C. The product is [NH2:1][C:4]1[CH:5]=[N:6][C:7]2[C:12]([C:13]=1[NH:14][CH2:15][C:16]1([OH:26])[CH2:25][CH2:24][C:19]3([O:23][CH2:22][CH2:21][O:20]3)[CH2:18][CH2:17]1)=[CH:11][CH:10]=[CH:9][CH:8]=2. The yield is 0.990. (2) The reactants are C1(P(C2C=CC=CC=2)C2C=CC=CC=2)C=CC=CC=1.[Cl:20][C:21]1[CH:37]=[CH:36][C:24]([C:25]([N:27]([CH2:34][CH3:35])[C:28]2[CH:33]=[CH:32][CH:31]=[CH:30][CH:29]=2)=[O:26])=[C:23](I)[CH:22]=1. The catalyst is C(#N)C.C([O-])(=O)C.[Pd+2].C([O-])(=O)C.C(=O)([O-])[O-].[Ag+2]. The product is [Cl:20][C:21]1[CH:37]=[C:36]2[C:24]([C:25](=[O:26])[N:27]([CH2:34][CH3:35])[C:28]3[CH:33]=[CH:32][CH:31]=[CH:30][C:29]=32)=[CH:23][CH:22]=1. The yield is 0.630. (3) The yield is 0.420. The product is [NH:1]1[C:9]2[C:4](=[C:5]([CH2:10][N:11]3[C:16]4([CH2:21][CH2:20][N:19]([C:33]5[CH:40]=[CH:39][C:36]([C:37]#[N:38])=[CH:35][N:34]=5)[CH2:18][CH2:17]4)[CH2:15][CH2:14][CH2:13][C:12]3=[O:22])[CH:6]=[CH:7][CH:8]=2)[CH:3]=[CH:2]1. The reactants are [NH:1]1[C:9]2[C:4](=[C:5]([CH2:10][N:11]3[C:16]4([CH2:21][CH2:20][NH:19][CH2:18][CH2:17]4)[CH2:15][CH2:14][CH2:13][C:12]3=[O:22])[CH:6]=[CH:7][CH:8]=2)[CH:3]=[CH:2]1.C(N(C(C)C)CC)(C)C.Cl[C:33]1[CH:40]=[CH:39][C:36]([C:37]#[N:38])=[CH:35][N:34]=1. The catalyst is CN(C1C=CN=CC=1)C.C(O)C. (4) The reactants are [Cl:1][C:2]1[C:3]([O:12][C:13]2[CH:18]=[C:17]([O:19][CH2:20][CH2:21][O:22][CH3:23])[CH:16]=[CH:15][C:14]=2/[CH:24]=[CH:25]/[CH2:26][OH:27])=[N:4][CH:5]=[C:6]([C:8]([F:11])([F:10])[F:9])[CH:7]=1.Cl[S:29]([N:32]=[C:33]=[O:34])(=[O:31])=[O:30].[NH2:35][CH2:36][CH2:37][O:38][CH:39]([CH3:41])[CH3:40].Cl. The catalyst is C(#N)C.N1C=CC=CC=1. The product is [CH:39]([O:38][CH2:37][CH2:36][NH:35][S:29]([NH:32][C:33](=[O:34])[O:27][CH2:26]/[CH:25]=[CH:24]/[C:14]1[CH:15]=[CH:16][C:17]([O:19][CH2:20][CH2:21][O:22][CH3:23])=[CH:18][C:13]=1[O:12][C:3]1[C:2]([Cl:1])=[CH:7][C:6]([C:8]([F:9])([F:11])[F:10])=[CH:5][N:4]=1)(=[O:31])=[O:30])([CH3:41])[CH3:40]. The yield is 0.380. (5) The reactants are [Br:1][C:2]1[CH:3]=[C:4](/[CH:13]=[CH:14]/[C:15](OC)=[O:16])[CH:5]=[C:6]([C:8]2([C:11]#[N:12])[CH2:10][CH2:9]2)[CH:7]=1.[BH4-].[Li+].Cl.C([O-])(O)=O.[Na+]. The catalyst is C1COCC1. The product is [Br:1][C:2]1[CH:7]=[C:6]([C:8]2([C:11]#[N:12])[CH2:10][CH2:9]2)[CH:5]=[C:4]([CH2:13][CH2:14][CH2:15][OH:16])[CH:3]=1. The yield is 0.670. (6) The reactants are [OH:1][CH2:2][CH2:3][C:4]1[C:13]2[C:8](=[CH:9][CH:10]=[CH:11][CH:12]=2)[C:7]([NH:14][C:15](=[O:21])[O:16][C:17]([CH3:20])([CH3:19])[CH3:18])=[CH:6][CH:5]=1.[H-].[Na+].[Cl:24][C:25]1[CH:30]=[C:29](F)[CH:28]=[CH:27][N:26]=1.O. The catalyst is CN(C=O)C. The product is [Cl:24][C:25]1[CH:30]=[C:29]([O:1][CH2:2][CH2:3][C:4]2[C:13]3[C:8](=[CH:9][CH:10]=[CH:11][CH:12]=3)[C:7]([NH:14][C:15](=[O:21])[O:16][C:17]([CH3:18])([CH3:20])[CH3:19])=[CH:6][CH:5]=2)[CH:28]=[CH:27][N:26]=1. The yield is 0.750. (7) The reactants are [F:1][C:2]1[CH:3]=[C:4]([CH3:11])[CH:5]=[CH:6][C:7]=1[N+:8]([O-:10])=[O:9].[Mn]([O-])(=O)(=O)=[O:13].[K+].[OH2:18]. No catalyst specified. The product is [F:1][C:2]1[CH:3]=[C:4]([CH:5]=[CH:6][C:7]=1[N+:8]([O-:10])=[O:9])[C:11]([OH:13])=[O:18]. The yield is 0.580. (8) The reactants are [Cl:1][C:2]1[C:3]([F:40])=[C:4]([C@@H:8]2[C@:12]([C:15]3[CH:20]=[CH:19][C:18]([Cl:21])=[CH:17][C:16]=3[F:22])([C:13]#[N:14])[C@H:11]([CH2:23][C:24]([CH3:27])([CH3:26])[CH3:25])[NH:10][C@H:9]2[C:28]([NH:30][C:31]2[CH:39]=[CH:38][C:34]([C:35](O)=[O:36])=[CH:33][CH:32]=2)=[O:29])[CH:5]=[CH:6][CH:7]=1.NO.Cl.CCN=C=NCCCN(C)C.C1C=CC2[N:63]([OH:64])N=NC=2C=1.CCN(CC)CC. The catalyst is CN(C)C=O. The product is [OH:64][NH:63][C:35]([C:34]1[CH:38]=[CH:39][C:31]([NH:30][C:28]([CH:9]2[CH:8]([C:4]3[CH:5]=[CH:6][CH:7]=[C:2]([Cl:1])[C:3]=3[F:40])[C:12]([C:15]3[CH:20]=[CH:19][C:18]([Cl:21])=[CH:17][C:16]=3[F:22])([C:13]#[N:14])[CH:11]([CH2:23][C:24]([CH3:25])([CH3:27])[CH3:26])[NH:10]2)=[O:29])=[CH:32][CH:33]=1)=[O:36]. The yield is 0.470.